From a dataset of Full USPTO retrosynthesis dataset with 1.9M reactions from patents (1976-2016). Predict the reactants needed to synthesize the given product. (1) Given the product [C:23]([O:26][C:27]([N:6]1[CH2:5][CH2:4][N:3]([C:9]2([C:12]([OH:14])=[O:13])[CH2:11][CH2:10]2)[CH2:8][CH2:7]1)=[O:28])([CH3:25])([CH3:24])[CH3:22], predict the reactants needed to synthesize it. The reactants are: Cl.Cl.[N:3]1([C:9]2([C:12]([OH:14])=[O:13])[CH2:11][CH2:10]2)[CH2:8][CH2:7][NH:6][CH2:5][CH2:4]1.C(N(CC)CC)C.[CH3:22][C:23]([O:26][C:27](O[C:27]([O:26][C:23]([CH3:25])([CH3:24])[CH3:22])=[O:28])=[O:28])([CH3:25])[CH3:24].O. (2) Given the product [F:2][CH2:3][C:4]([C:8]1[O:12][N:11]=[C:10]([NH:13][C:14](=[O:38])[NH:15][C:16]2[CH:17]=[CH:18][C:19]([NH:22][C:23](=[O:37])[C:24]3[CH:29]=[CH:28][C:27]([O:30][CH:31]4[CH2:32][CH2:33][N:34]([CH:40]([CH3:42])[CH3:39])[CH2:35][CH2:36]4)=[CH:26][N:25]=3)=[CH:20][CH:21]=2)[CH:9]=1)([CH3:7])[CH2:5][F:6], predict the reactants needed to synthesize it. The reactants are: Cl.[F:2][CH2:3][C:4]([C:8]1[O:12][N:11]=[C:10]([NH:13][C:14](=[O:38])[NH:15][C:16]2[CH:21]=[CH:20][C:19]([NH:22][C:23](=[O:37])[C:24]3[CH:29]=[CH:28][C:27]([O:30][CH:31]4[CH2:36][CH2:35][NH:34][CH2:33][CH2:32]4)=[CH:26][N:25]=3)=[CH:18][CH:17]=2)[CH:9]=1)([CH3:7])[CH2:5][F:6].[CH3:39][C:40]([CH3:42])=O.[BH3-]C#N.[Na+].